From a dataset of Catalyst prediction with 721,799 reactions and 888 catalyst types from USPTO. Predict which catalyst facilitates the given reaction. Reactant: [OH:1][CH2:2][CH:3]1[CH2:8][CH2:7][NH:6][CH2:5][CH2:4]1.[C:9](O[C:9]([O:11][C:12]([CH3:15])([CH3:14])[CH3:13])=[O:10])([O:11][C:12]([CH3:15])([CH3:14])[CH3:13])=[O:10]. Product: [OH:1][CH2:2][CH:3]1[CH2:8][CH2:7][N:6]([C:9]([O:11][C:12]([CH3:15])([CH3:14])[CH3:13])=[O:10])[CH2:5][CH2:4]1. The catalyst class is: 7.